Dataset: Full USPTO retrosynthesis dataset with 1.9M reactions from patents (1976-2016). Task: Predict the reactants needed to synthesize the given product. Given the product [C:25]([NH:29][S:30]([C:33]1[CH:38]=[C:37]([C:2]2[CH:7]=[CH:6][CH:5]=[C:4]([C:8]3[N:13]=[C:12]([CH3:14])[CH:11]=[C:10]([C:15]4[CH:16]=[N:17][C:18]([C:21]([F:24])([F:22])[F:23])=[CH:19][CH:20]=4)[N:9]=3)[CH:3]=2)[CH:36]=[CH:35][CH:34]=1)(=[O:32])=[O:31])([CH3:28])([CH3:26])[CH3:27], predict the reactants needed to synthesize it. The reactants are: Br[C:2]1[CH:3]=[C:4]([C:8]2[N:13]=[C:12]([CH3:14])[CH:11]=[C:10]([C:15]3[CH:16]=[N:17][C:18]([C:21]([F:24])([F:23])[F:22])=[CH:19][CH:20]=3)[N:9]=2)[CH:5]=[CH:6][CH:7]=1.[C:25]([NH:29][S:30]([C:33]1[CH:34]=[C:35](B(O)O)[CH:36]=[CH:37][CH:38]=1)(=[O:32])=[O:31])([CH3:28])([CH3:27])[CH3:26].